This data is from Reaction yield outcomes from USPTO patents with 853,638 reactions. The task is: Predict the reaction yield, written as a fraction of the theoretical maximum amount of product (1.0 means a 100% yield; for example, 0.34 means a 34% yield). (1) The reactants are [C:1]1([CH2:7][NH:8][C:9]2[NH:13][N:12]=[C:11]([C:14]3[CH:15]=[CH:16][C:17]4[O:23][CH2:22][CH2:21][N:20]([C:24](OC(C)(C)C)=[O:25])[CH2:19][C:18]=4[CH:31]=3)[CH:10]=2)[CH:6]=[CH:5][CH:4]=[CH:3][CH:2]=1.C(N(CC)CC)C.[CH3:39][CH:40]1[CH2:45][CH2:44][N:43](C(Cl)=O)[CH2:42][CH2:41]1. The catalyst is C(#N)C.Cl.O1CCOCC1.CO. The product is [CH3:39][CH:40]1[CH2:45][CH2:44][N:43]([C:24]([N:20]2[CH2:19][C:18]3[CH:31]=[C:14]([C:11]4[CH:10]=[C:9]([NH:8][CH2:7][C:1]5[CH:2]=[CH:3][CH:4]=[CH:5][CH:6]=5)[NH:13][N:12]=4)[CH:15]=[CH:16][C:17]=3[O:23][CH2:22][CH2:21]2)=[O:25])[CH2:42][CH2:41]1. The yield is 0.570. (2) The reactants are [NH2:1][C:2]1[CH:7]=[CH:6][C:5]([CH:8]([CH2:17][CH:18]2[CH2:22][CH2:21][CH2:20][CH2:19]2)[C:9]([NH:11][C:12]2[S:13][CH:14]=[CH:15][N:16]=2)=[O:10])=[CH:4][CH:3]=1.C(N(CC)C(C)C)(C)C.[N+:32]([C:35]1[CH:43]=[CH:42][C:38]([C:39](Cl)=[O:40])=[CH:37][CH:36]=1)([O-:34])=[O:33]. The catalyst is O1CCCC1. The product is [CH:18]1([CH2:17][CH:8]([C:5]2[CH:4]=[CH:3][C:2]([NH:1][C:39](=[O:40])[C:38]3[CH:37]=[CH:36][C:35]([N+:32]([O-:34])=[O:33])=[CH:43][CH:42]=3)=[CH:7][CH:6]=2)[C:9](=[O:10])[NH:11][C:12]2[S:13][CH:14]=[CH:15][N:16]=2)[CH2:22][CH2:21][CH2:20][CH2:19]1. The yield is 0.793. (3) The reactants are [C:1](C1NC=CN=1)(C1NC=CN=1)=S.[NH2:13][C:14]1[S:15][CH:16]=[CH:17][N:18]=1.[NH:19]([C:21](=[O:42])[C:22]([NH:24][C:25]1[CH:30]=[CH:29][C:28]([C@H:31]2[CH2:36][CH2:35][C@H:34]([CH2:37][C:38]([O:40][CH3:41])=[O:39])[CH2:33][CH2:32]2)=[CH:27][CH:26]=1)=[O:23])[NH2:20].CCN=C=NCCCN(C)C. The catalyst is CC(N(C)C)=O.O. The product is [S:15]1[CH:16]=[CH:17][N:18]=[C:14]1[NH:13][C:1]1[O:42][C:21]([C:22]([NH:24][C:25]2[CH:26]=[CH:27][C:28]([C@H:31]3[CH2:32][CH2:33][C@H:34]([CH2:37][C:38]([O:40][CH3:41])=[O:39])[CH2:35][CH2:36]3)=[CH:29][CH:30]=2)=[O:23])=[N:19][N:20]=1. The yield is 0.290. (4) The reactants are C(O[BH-](OC(=O)C)OC(=O)C)(=O)C.[Na+].[NH2:15][C@@H:16]([CH2:24][CH3:25])[C:17]([N:19]1[CH2:23][CH2:22][CH2:21][CH2:20]1)=[O:18].[CH:26]([C:28]1[CH:33]=[CH:32][N:31]=[C:30]2[N:34]([C:41]([O:43][C:44]([CH3:47])([CH3:46])[CH3:45])=[O:42])[CH:35]=[C:36]([C:37]([O:39][CH3:40])=[O:38])[C:29]=12)=O. The catalyst is ClCCCl.C(O)(=O)C. The product is [O:18]=[C:17]([N:19]1[CH2:23][CH2:22][CH2:21][CH2:20]1)[C@@H:16]([NH:15][CH2:26][C:28]1[CH:33]=[CH:32][N:31]=[C:30]2[N:34]([C:41]([O:43][C:44]([CH3:47])([CH3:46])[CH3:45])=[O:42])[CH:35]=[C:36]([C:37]([O:39][CH3:40])=[O:38])[C:29]=12)[CH2:24][CH3:25]. The yield is 0.284. (5) The reactants are [Br:1][C:2]1[CH:7]=[CH:6][C:5]([C:8]([F:11])([F:10])[F:9])=[CH:4][C:3]=1I.[N:13]1[CH:18]=[CH:17][C:16](B(O)O)=[CH:15][CH:14]=1.C(=O)([O-])[O-].[K+].[K+]. The catalyst is O1CCOCC1.O. The product is [Br:1][C:2]1[CH:7]=[CH:6][C:5]([C:8]([F:11])([F:10])[F:9])=[CH:4][C:3]=1[C:16]1[CH:17]=[CH:18][N:13]=[CH:14][CH:15]=1. The yield is 0.414.